Task: Predict the reaction yield, written as a fraction of the theoretical maximum amount of product (1.0 means a 100% yield; for example, 0.34 means a 34% yield).. Dataset: Reaction yield outcomes from USPTO patents with 853,638 reactions (1) The reactants are [F:1][C:2]([F:12])([F:11])[O:3][C:4]1[CH:9]=[CH:8][C:7]([NH2:10])=[CH:6][CH:5]=1.C(O[CH:16]1[CH2:20][CH2:19][CH:18](OCC)O1)C. The catalyst is C(O)(=O)C. The product is [F:1][C:2]([F:11])([F:12])[O:3][C:4]1[CH:5]=[CH:6][C:7]([N:10]2[CH:16]=[CH:20][CH:19]=[CH:18]2)=[CH:8][CH:9]=1. The yield is 0.810. (2) The reactants are [CH3:1][C:2]([O:9][C:10]1[CH:15]=[CH:14][C:13]([CH2:16][CH2:17][NH:18][CH2:19][C:20]2[CH:25]=[CH:24][C:23]([C:26]([F:29])([F:28])[F:27])=[CH:22][CH:21]=2)=[CH:12][CH:11]=1)([CH3:8])[C:3]([O:5][CH2:6][CH3:7])=[O:4].Cl[C:31]1[CH:36]=[CH:35][C:34]([C:37](=[O:39])[CH3:38])=[CH:33][N:32]=1.CCN(C(C)C)C(C)C. No catalyst specified. The product is [C:37]([C:34]1[CH:35]=[CH:36][C:31]([N:18]([CH2:19][C:20]2[CH:21]=[CH:22][C:23]([C:26]([F:27])([F:28])[F:29])=[CH:24][CH:25]=2)[CH2:17][CH2:16][C:13]2[CH:14]=[CH:15][C:10]([O:9][C:2]([CH3:1])([CH3:8])[C:3]([O:5][CH2:6][CH3:7])=[O:4])=[CH:11][CH:12]=2)=[N:32][CH:33]=1)(=[O:39])[CH3:38]. The yield is 0.350. (3) The reactants are Br[C:2]1[CH:7]=[C:6]([C:8]2[C:9]([C:32]3[CH:37]=[CH:36][CH:35]=[C:34]([CH3:38])[N:33]=3)=[N:10][N:11](C(C3C=CC=CC=3)(C3C=CC=CC=3)C3C=CC=CC=3)[CH:12]=2)[CH:5]=[CH:4][N:3]=1.[CH3:39][O:40][C:41]1[CH:46]=[CH:45][C:44](B(O)O)=[CH:43][CH:42]=1. No catalyst specified. The product is [CH3:39][O:40][C:41]1[CH:46]=[CH:45][C:44]([C:4]2[CH:5]=[C:6]([C:8]3[C:9]([C:32]4[CH:37]=[CH:36][CH:35]=[C:34]([CH3:38])[N:33]=4)=[N:10][NH:11][CH:12]=3)[CH:7]=[CH:2][N:3]=2)=[CH:43][CH:42]=1. The yield is 0.250. (4) The reactants are [CH3:1][C:2]1[CH:9]=[CH:8][C:5]([C:6]#[N:7])=[CH:4][C:3]=1[C:10]#[C:11][Si](C)(C)C.C([O-])([O-])=O.[K+].[K+]. The catalyst is C1COCC1.CO. The product is [C:10]([C:3]1[CH:4]=[C:5]([CH:8]=[CH:9][C:2]=1[CH3:1])[C:6]#[N:7])#[CH:11]. The yield is 0.820. (5) The reactants are C(C1C=C[S:6]C=1)(=O)C.[S:9]1[CH:13]=[CH:12][C:11]([C:14]([CH2:16][C:17]#[N:18])=[O:15])=[CH:10]1.[CH2:19]([CH:26]1[CH2:31][CH2:30][C:29](=O)[CH2:28][CH2:27]1)[C:20]1[CH:25]=[CH:24][CH:23]=[CH:22][CH:21]=1.N1CCOCC1.[S]. No catalyst specified. The product is [NH2:18][C:17]1[S:6][C:28]2[CH2:27][CH:26]([CH2:19][C:20]3[CH:25]=[CH:24][CH:23]=[CH:22][CH:21]=3)[CH2:31][CH2:30][C:29]=2[C:16]=1[C:14]([C:11]1[CH:12]=[CH:13][S:9][CH:10]=1)=[O:15]. The yield is 0.650.